This data is from Full USPTO retrosynthesis dataset with 1.9M reactions from patents (1976-2016). The task is: Predict the reactants needed to synthesize the given product. (1) Given the product [C:1]([C:5]1[N:6]=[C:7]([N:22]2[CH2:27][CH2:26][CH2:28][C@@H:24]([OH:25])[CH2:23]2)[C:8]2[N:13]=[N:12][N:11]([CH2:14][C:15]3[CH:20]=[CH:19][CH:18]=[CH:17][C:16]=3[Cl:21])[C:9]=2[N:10]=1)([CH3:2])([CH3:3])[CH3:4], predict the reactants needed to synthesize it. The reactants are: [C:1]([C:5]1[N:6]=[C:7]([N:22]2[CH2:27][CH2:26][O:25][CH2:24][CH2:23]2)[C:8]2[N:13]=[N:12][N:11]([CH2:14][C:15]3[CH:20]=[CH:19][CH:18]=[CH:17][C:16]=3[Cl:21])[C:9]=2[N:10]=1)([CH3:4])([CH3:3])[CH3:2].[C:28](C1N=C(Cl)C2N=NN(CC3C=CC=CC=3Cl)C=2N=1)(C)(C)C.Cl.N1CCC[C@@H](O)C1. (2) Given the product [I:18][CH2:25][CH2:26][CH2:6][CH2:5][CH2:4][CH2:3][CH2:2][CH2:1][CH2:17][CH2:16][CH2:15][CH2:14][CH2:13][CH2:12][C:10]([O:9][CH2:8][CH3:7])=[O:11], predict the reactants needed to synthesize it. The reactants are: [CH2:1]1[CH2:17][CH2:16][CH2:15][CH2:14][CH2:13][CH2:12][C:10](=[O:11])[O:9][CH2:8][CH2:7][CH2:6][CH2:5][CH2:4][CH2:3][CH2:2]1.[I-:18].[Na+].C[Si](Cl)(C)C.[CH2:25](O)[CH3:26].